Dataset: Peptide-MHC class I binding affinity with 185,985 pairs from IEDB/IMGT. Task: Regression. Given a peptide amino acid sequence and an MHC pseudo amino acid sequence, predict their binding affinity value. This is MHC class I binding data. (1) The peptide sequence is NTTYDFLAR. The MHC is HLA-A68:01 with pseudo-sequence HLA-A68:01. The binding affinity (normalized) is 0.973. (2) The peptide sequence is WLPTGTLLV. The MHC is HLA-A02:03 with pseudo-sequence HLA-A02:03. The binding affinity (normalized) is 0.833. (3) The peptide sequence is LARFPCNVI. The MHC is HLA-A80:01 with pseudo-sequence HLA-A80:01. The binding affinity (normalized) is 0.0847. (4) The peptide sequence is VSSCTRMM. The MHC is Mamu-B01 with pseudo-sequence Mamu-B01. The binding affinity (normalized) is 0.0386. (5) The peptide sequence is IEEIMNIVLI. The MHC is HLA-B40:01 with pseudo-sequence HLA-B40:01. The binding affinity (normalized) is 0.306.